From a dataset of Plasma protein binding rate (PPBR) regression data from AstraZeneca. Regression/Classification. Given a drug SMILES string, predict its absorption, distribution, metabolism, or excretion properties. Task type varies by dataset: regression for continuous measurements (e.g., permeability, clearance, half-life) or binary classification for categorical outcomes (e.g., BBB penetration, CYP inhibition). For this dataset (ppbr_az), we predict Y. The molecule is NC(=O)[C@H](Cc1ccccc1)NC(=O)OCc1ccccc1. The Y is 81.0 %.